The task is: Predict which catalyst facilitates the given reaction.. This data is from Catalyst prediction with 721,799 reactions and 888 catalyst types from USPTO. (1) Reactant: Cl[C:2]1[N:7]=[CH:6][C:5]([C:8]2[CH:13]=[CH:12][N:11]=[C:10]([NH:14][C:15]3[CH:16]=[C:17]([NH:22][C:23](=[O:34])[C:24]4[CH:29]=[CH:28][CH:27]=[C:26]([C:30]([F:33])([F:32])[F:31])[CH:25]=4)[CH:18]=[CH:19][C:20]=3[CH3:21])[N:9]=2)=[CH:4][CH:3]=1.[N:35]1[CH:40]=[CH:39][C:38]([CH2:41][NH2:42])=[CH:37][CH:36]=1. Product: [CH3:21][C:20]1[CH:19]=[CH:18][C:17]([NH:22][C:23](=[O:34])[C:24]2[CH:29]=[CH:28][CH:27]=[C:26]([C:30]([F:31])([F:33])[F:32])[CH:25]=2)=[CH:16][C:15]=1[NH:14][C:10]1[N:9]=[C:8]([C:5]2[CH:6]=[N:7][C:2]([NH:42][CH2:41][C:38]3[CH:39]=[CH:40][N:35]=[CH:36][CH:37]=3)=[CH:3][CH:4]=2)[CH:13]=[CH:12][N:11]=1. The catalyst class is: 6. (2) Reactant: [O:1]1[CH2:6][CH2:5][N:4]([C:7]2[N:12]=[C:11]([N:13]3[CH2:18][CH2:17][O:16][CH2:15][CH2:14]3)[N:10]=[C:9]([C:19]3[CH:24]=[CH:23][C:22]([NH:25][C:26]([NH:28][C:29]4[CH:34]=[CH:33][C:32]([C:35]([N:37]5[CH2:42][CH2:41][N:40]([CH3:43])[CH2:39][CH2:38]5)=[O:36])=[CH:31][CH:30]=4)=[O:27])=[CH:21][CH:20]=3)[N:8]=2)[CH2:3][CH2:2]1.CO.[ClH:46]. Product: [ClH:46].[O:1]1[CH2:2][CH2:3][N:4]([C:7]2[N:12]=[C:11]([N:13]3[CH2:18][CH2:17][O:16][CH2:15][CH2:14]3)[N:10]=[C:9]([C:19]3[CH:24]=[CH:23][C:22]([NH:25][C:26]([NH:28][C:29]4[CH:30]=[CH:31][C:32]([C:35]([N:37]5[CH2:38][CH2:39][N:40]([CH3:43])[CH2:41][CH2:42]5)=[O:36])=[CH:33][CH:34]=4)=[O:27])=[CH:21][CH:20]=3)[N:8]=2)[CH2:5][CH2:6]1. The catalyst class is: 12.